This data is from Catalyst prediction with 721,799 reactions and 888 catalyst types from USPTO. The task is: Predict which catalyst facilitates the given reaction. (1) Reactant: [C:1]([C:3]1[CH:8]=[C:7]([C:9]2[CH:18]=[CH:17][C:12]3O[CH2:14][CH2:15][O:16][C:11]=3[CH:10]=2)[CH:6]=[CH:5][C:4]=1[N:19]=[CH:20][N:21](C)C)#[N:2].N1C=C([C:29]2[CH:35]=[CH:34][C:32]([NH2:33])=[CH:31][CH:30]=2)N=N1.[OH-:36].[Na+]. Product: [O:36]1[C:12]2[CH:17]=[CH:18][C:9]([C:7]3[CH:8]=[C:3]4[C:4](=[CH:5][CH:6]=3)[N:19]=[CH:20][N:21]=[C:1]4[NH:2][C:29]3[CH:30]=[CH:31][C:32]([N:33]4[CH:4]=[N:19][CH:20]=[N:21]4)=[CH:34][CH:35]=3)=[CH:10][C:11]=2[O:16][CH2:15][CH2:14]1. The catalyst class is: 52. (2) Reactant: Br[C:2]1[CH:3]=[CH:4][C:5]2[C:6]3[S:15][C:14]([CH2:16][CH2:17][CH3:18])=[N:13][C:7]=3[C:8]([NH2:12])=[N:9][C:10]=2[CH:11]=1.[CH2:19]([N:21]([CH2:33][CH3:34])[C:22]([C:24]1[CH:25]=[C:26](B(O)O)[CH:27]=[CH:28][CH:29]=1)=[O:23])[CH3:20]. Product: [NH2:12][C:8]1[C:7]2[N:13]=[C:14]([CH2:16][CH2:17][CH3:18])[S:15][C:6]=2[C:5]2[CH:4]=[CH:3][C:2]([C:28]3[CH:29]=[C:24]([CH:25]=[CH:26][CH:27]=3)[C:22]([N:21]([CH2:19][CH3:20])[CH2:33][CH3:34])=[O:23])=[CH:11][C:10]=2[N:9]=1. The catalyst class is: 27. (3) Reactant: [Cl:1][C:2]1[C:11]([OH:12])=[CH:10][C:5]([C:6]([O:8][CH3:9])=[O:7])=[CH:4][N:3]=1.[O:13]1[CH:18]=[CH:17][CH2:16][CH2:15][CH2:14]1.C1(C)C=CC(S([O-])(=O)=O)=CC=1.[NH+]1C=CC=CC=1.O. Product: [Cl:1][C:2]1[C:11]([O:12][CH:14]2[CH2:15][CH2:16][CH2:17][CH2:18][O:13]2)=[CH:10][C:5]([C:6]([O:8][CH3:9])=[O:7])=[CH:4][N:3]=1. The catalyst class is: 11. (4) Reactant: [CH:1]1([CH:5]([C:16]2[CH:20]=[C:19]([C:21]3[CH:26]=[CH:25][CH:24]=[CH:23][CH:22]=3)[O:18][C:17]=2[CH3:27])[O:6][C:7]2[CH:15]=[CH:14][C:10]([C:11](O)=[O:12])=[CH:9][CH:8]=2)[CH2:4][CH2:3][CH2:2]1.[CH3:28][NH:29][CH2:30][CH2:31][C:32]([O:34]CC)=[O:33].Cl.C(N=C=NCCCN(C)C)C.O.OC1C2N=NNC=2C=CC=1. Product: [CH:1]1([CH:5]([C:16]2[CH:20]=[C:19]([C:21]3[CH:26]=[CH:25][CH:24]=[CH:23][CH:22]=3)[O:18][C:17]=2[CH3:27])[O:6][C:7]2[CH:8]=[CH:9][C:10]([C:11]([N:29]([CH3:28])[CH2:30][CH2:31][C:32]([OH:34])=[O:33])=[O:12])=[CH:14][CH:15]=2)[CH2:4][CH2:3][CH2:2]1. The catalyst class is: 842.